This data is from Rat liver microsome stability data. The task is: Regression/Classification. Given a drug SMILES string, predict its absorption, distribution, metabolism, or excretion properties. Task type varies by dataset: regression for continuous measurements (e.g., permeability, clearance, half-life) or binary classification for categorical outcomes (e.g., BBB penetration, CYP inhibition). Dataset: rlm. The compound is CCCCOc1ccc(CC(=O)NO)cc1. The result is 0 (unstable in rat liver microsomes).